From a dataset of Forward reaction prediction with 1.9M reactions from USPTO patents (1976-2016). Predict the product of the given reaction. (1) The product is: [F:57][C:49]1[CH:48]=[C:47]([C:46]2[N:45]=[C:13]([C:12]3[CH:11]=[CH:10][C:9]([C:4]4[CH:5]=[CH:6][CH:7]=[CH:8][C:3]=4[C:2]([F:1])([F:19])[F:18])=[CH:17][CH:16]=3)[O:15][N:58]=2)[CH:56]=[CH:55][C:50]=1[C:51]([O:53][CH3:54])=[O:52]. Given the reactants [F:1][C:2]([F:19])([F:18])[C:3]1[CH:8]=[CH:7][CH:6]=[CH:5][C:4]=1[C:9]1[CH:17]=[CH:16][C:12]([C:13]([OH:15])=O)=[CH:11][CH:10]=1.C1(P(C2C=CC=CC=2)C2C=CC=CC=2)C=CC=CC=1.ClC(Cl)(Cl)C#N.[NH2:45][C:46](=[N:58]O)[C:47]1[CH:56]=[CH:55][C:50]([C:51]([O:53][CH3:54])=[O:52])=[C:49]([F:57])[CH:48]=1.CCN(C(C)C)C(C)C, predict the reaction product. (2) Given the reactants [F:1][C:2]1[CH:7]=[C:6]([CH:8]([CH3:12])[C:9](O)=[O:10])[CH:5]=[CH:4][C:3]=1[C:13]1[CH:18]=[CH:17][CH:16]=[CH:15][CH:14]=1.ClC(OCC(C)C)=O.C(OCC)(=O)C, predict the reaction product. The product is: [F:1][C:2]1[CH:7]=[C:6]([CH:8]([CH3:12])[CH2:9][OH:10])[CH:5]=[CH:4][C:3]=1[C:13]1[CH:14]=[CH:15][CH:16]=[CH:17][CH:18]=1. (3) Given the reactants [CH3:1][O:2][C:3](=[O:21])[CH2:4][C:5]1[CH:6]=[C:7]([C:11]2[C:16]([O:17][CH3:18])=[CH:15][CH:14]=[CH:13][C:12]=2[CH:19]=O)[CH:8]=[CH:9][CH:10]=1.[NH2:22][CH2:23][CH2:24][N:25]1[CH2:30][CH2:29][O:28][CH2:27][CH2:26]1, predict the reaction product. The product is: [CH3:1][O:2][C:3](=[O:21])[CH2:4][C:5]1[CH:6]=[C:7]([C:11]2[C:16]([O:17][CH3:18])=[CH:15][CH:14]=[CH:13][C:12]=2[CH2:19][NH:22][CH2:23][CH2:24][N:25]2[CH2:30][CH2:29][O:28][CH2:27][CH2:26]2)[CH:8]=[CH:9][CH:10]=1. (4) Given the reactants [OH:1][C@H:2]1[CH2:6][N:5]([CH2:7][C:8]2[CH:13]=[CH:12][CH:11]=[C:10]([C:14]([F:17])([F:16])[F:15])[CH:9]=2)[C@@H:4]([C:18]([NH:20][C@H:21]([C:23]2[CH:32]=[CH:31][C:26]([C:27]([O:29]C)=[O:28])=[CH:25][CH:24]=2)[CH3:22])=[O:19])[CH2:3]1.O[Li:34].O, predict the reaction product. The product is: [OH:1][C@H:2]1[CH2:6][N:5]([CH2:7][C:8]2[CH:13]=[CH:12][CH:11]=[C:10]([C:14]([F:17])([F:15])[F:16])[CH:9]=2)[C@@H:4]([C:18]([NH:20][C@H:21]([C:23]2[CH:24]=[CH:25][C:26]([C:27]([O-:29])=[O:28])=[CH:31][CH:32]=2)[CH3:22])=[O:19])[CH2:3]1.[Li+:34]. (5) Given the reactants [CH2:1]([O:3][C:4]([C:6]1[CH:7]=[C:8]([O:20][CH3:21])[C:9]([N:13]2[CH2:16][CH:15]([C:17]([OH:19])=O)[CH2:14]2)=[N:10][C:11]=1[CH3:12])=[O:5])[CH3:2].[C:22]1([CH2:28][S:29]([NH2:32])(=[O:31])=[O:30])[CH:27]=[CH:26][CH:25]=[CH:24][CH:23]=1.CCN=C=NCCCN(C)C.C1C=CC2N(O)N=NC=2C=1.O.CCN(C(C)C)C(C)C, predict the reaction product. The product is: [CH2:28]([S:29]([NH:32][C:17]([CH:15]1[CH2:14][N:13]([C:9]2[C:8]([O:20][CH3:21])=[CH:7][C:6]([C:4]([O:3][CH2:1][CH3:2])=[O:5])=[C:11]([CH3:12])[N:10]=2)[CH2:16]1)=[O:19])(=[O:31])=[O:30])[C:22]1[CH:27]=[CH:26][CH:25]=[CH:24][CH:23]=1. (6) Given the reactants [C:1]([NH2:5])(=[O:4])[CH:2]=[CH2:3].N[C:7]1[CH:8]=[C:9]2[C:14](=[CH:15][C:16]=1[NH:17]C(=O)C=C)[N:13]=[CH:12][C:11]([C:22]#[N:23])=[C:10]2[NH:24][C:25]1[CH:30]=[C:29]([O:31][CH3:32])[C:28]([O:33][CH3:34])=[C:27]([O:35][CH3:36])[CH:26]=1.[NH:37]1[CH2:42][CH2:41][O:40][CH2:39][CH2:38]1, predict the reaction product. The product is: [NH2:17][C:16]1[CH:15]=[C:14]2[C:9]([C:10]([NH:24][C:25]3[CH:26]=[C:27]([O:35][CH3:36])[C:28]([O:33][CH3:34])=[C:29]([O:31][CH3:32])[CH:30]=3)=[C:11]([C:22]#[N:23])[CH:12]=[N:13]2)=[CH:8][C:7]=1[NH:5][C:1](=[O:4])[CH2:2][CH2:3][N:37]1[CH2:42][CH2:41][O:40][CH2:39][CH2:38]1.